From a dataset of Full USPTO retrosynthesis dataset with 1.9M reactions from patents (1976-2016). Predict the reactants needed to synthesize the given product. Given the product [NH2:9][C:3]1[N:4]=[CH:5][N:6]=[C:7]([O:17][C:13]2[CH:12]=[C:11]([NH:10][C:32](=[O:35])[CH:33]=[CH2:34])[CH:16]=[CH:15][CH:14]=2)[C:2]=1[C:25]1[CH:24]=[CH:23][CH:22]=[C:21]([O:20][C:19]([F:31])([F:30])[F:18])[CH:26]=1, predict the reactants needed to synthesize it. The reactants are: Cl[C:2]1[C:3]([NH2:9])=[N:4][CH:5]=[N:6][C:7]=1Cl.[NH2:10][C:11]1[CH:12]=[C:13]([OH:17])[CH:14]=[CH:15][CH:16]=1.[F:18][C:19]([F:31])([F:30])[O:20][C:21]1[CH:22]=[C:23](B(O)O)[CH:24]=[CH:25][CH:26]=1.[C:32](Cl)(=[O:35])[CH:33]=[CH2:34].